Binary Classification. Given a drug SMILES string, predict its activity (active/inactive) in a high-throughput screening assay against a specified biological target. From a dataset of HIV replication inhibition screening data with 41,000+ compounds from the AIDS Antiviral Screen. (1) The compound is COC(=O)C(=C(C)C=O)N1C(=O)C(NC(=O)c2ccccc2)C1SSc1nc2ccccc2s1. The result is 0 (inactive). (2) The drug is Nc1nc(O)c2ncn(C3C=CC(CO)C3)c2n1. The result is 1 (active). (3) The compound is CC(C)(C)Cc1cssc1=S. The result is 0 (inactive). (4) The compound is C1CCCN(NC2=NCCO2)CC1. The result is 1 (active). (5) The molecule is CC(C)(C)COc1ccc2c(c1)C1=NC3=NC(=NC4=NC(=NC5=NC(=NC2=N1)c1ccc(OCC(C)(C)C)cc15)c1cc(OCC(C)(C)C)ccc14)c1cc(OCC(C)(C)C)ccc13. The result is 0 (inactive). (6) The drug is C[N+](C)(C)CC(=O)NN=C(C(=O)NC1=C(Cl)C(=O)c2ccccc2C1=O)C(C#N)C1=NC(c2ccc([N+](=O)[O-])cc2)=[S+]C1.[Cl-]. The result is 0 (inactive). (7) The molecule is O=C(Nc1ccc(N=Nc2ccc(S(=O)(=O)O)cc2)cc1)c1ccc(N=Nc2c(S(=O)(=O)O)cc(O)c3c(NC(=O)c4ccccc4)cc(S(=O)(=O)O)cc23)cc1. The result is 1 (active). (8) The molecule is CCCN(CCC)c1nc2ccc(NC(=O)OCC)cc2s1. The result is 0 (inactive). (9) The drug is O=C1CC2(C(=O)N1CN1CCOCC1)c1ccccc1-c1ccccc12. The result is 0 (inactive).